From a dataset of Reaction yield outcomes from USPTO patents with 853,638 reactions. Predict the reaction yield, written as a fraction of the theoretical maximum amount of product (1.0 means a 100% yield; for example, 0.34 means a 34% yield). (1) The reactants are [Br:1][C:2]1[CH:7]=[C:6]([F:8])[CH:5]=[C:4](Br)[CH:3]=1.C([Li])CCC.[B:15](OC(C)C)([O:20]C(C)C)[O:16]C(C)C. The catalyst is O1CCCC1. The product is [Br:1][C:2]1[CH:3]=[C:4]([B:15]([OH:20])[OH:16])[CH:5]=[C:6]([F:8])[CH:7]=1. The yield is 0.140. (2) The reactants are [Br:1][C:2]1[CH:8]=[CH:7][CH:6]=[CH:5][C:3]=1[NH2:4].C(=O)([O-])[O-].[K+].[K+].Br[CH:16]1[CH2:21][CH2:20][CH2:19][CH:18]=[CH:17]1. The catalyst is CN(C)C=O.C(OCC)(=O)C.C1(C)C=CC=CC=1. The product is [Br:1][C:2]1[CH:8]=[CH:7][CH:6]=[CH:5][C:3]=1[NH:4][CH:21]1[CH2:20][CH2:19][CH2:18][CH:17]=[CH:16]1. The yield is 0.730. (3) The reactants are C(Cl)(=O)C(Cl)=O.[C:7]([O:11][C:12]([N:14]1[CH2:18][CH:17]([F:19])[CH2:16][CH:15]1[CH2:20]O)=[O:13])([CH3:10])([CH3:9])[CH3:8].[NH2:22][C:23]1[CH:32]=[CH:31][C:26]([C:27]([O:29][CH3:30])=[O:28])=[CH:25][CH:24]=1.[BH-](OC(C)=O)(OC(C)=O)OC(C)=O.[Na+]. The catalyst is C(Cl)Cl.ClCCCl.CC(O)=O.O.C(N(CC)CC)C.CS(C)=O. The product is [C:7]([O:11][C:12]([N:14]1[CH2:18][CH:17]([F:19])[CH2:16][CH:15]1[CH2:20][NH:22][C:23]1[CH:24]=[CH:25][C:26]([C:27]([O:29][CH3:30])=[O:28])=[CH:31][CH:32]=1)=[O:13])([CH3:8])([CH3:9])[CH3:10]. The yield is 0.770. (4) The reactants are CC1(C)C2C(=C(P(C3C=CC=CC=3)C3C=CC=CC=3)C=CC=2)OC2C(P(C3C=CC=CC=3)C3C=CC=CC=3)=CC=CC1=2.Br[C:44]1[C:45]([O:73][CH2:74][C:75]([F:78])([F:77])[F:76])=[N:46][CH:47]=[C:48]([CH:72]=1)[C:49]([NH:51][CH2:52][CH2:53][NH:54][C:55]([C:57]1[C:58]([C:68]([F:71])([F:70])[F:69])=[N:59][N:60]([C:62]2[CH:67]=[CH:66][CH:65]=[CH:64][CH:63]=2)[CH:61]=1)=[O:56])=[O:50].C(=O)([O-])[O-].[Cs+].[Cs+].[C:85]([NH2:88])(=[O:87])[CH3:86]. The catalyst is C1C=CC(/C=C/C(/C=C/C2C=CC=CC=2)=O)=CC=1.C1C=CC(/C=C/C(/C=C/C2C=CC=CC=2)=O)=CC=1.C1C=CC(/C=C/C(/C=C/C2C=CC=CC=2)=O)=CC=1.[Pd].[Pd].O1CCOCC1. The product is [C:85]([NH:88][C:44]1[C:45]([O:73][CH2:74][C:75]([F:78])([F:77])[F:76])=[N:46][CH:47]=[C:48]([CH:72]=1)[C:49]([NH:51][CH2:52][CH2:53][NH:54][C:55]([C:57]1[C:58]([C:68]([F:71])([F:70])[F:69])=[N:59][N:60]([C:62]2[CH:67]=[CH:66][CH:65]=[CH:64][CH:63]=2)[CH:61]=1)=[O:56])=[O:50])(=[O:87])[CH3:86]. The yield is 0.490. (5) The reactants are [Br:1][C:2]1[CH:3]=[C:4]([CH:7]=[C:8]([CH:10]=[O:11])[CH:9]=1)[C:5]#[N:6].[CH2:12](O)[CH2:13][OH:14].C1C=CC=CC=1. The catalyst is CCOCC.O.C1(C)C=CC(S(O)(=O)=O)=CC=1. The product is [Br:1][C:2]1[CH:3]=[C:4]([CH:7]=[C:8]([CH:10]2[O:14][CH2:13][CH2:12][O:11]2)[CH:9]=1)[C:5]#[N:6]. The yield is 1.00.